Task: Predict the reaction yield, written as a fraction of the theoretical maximum amount of product (1.0 means a 100% yield; for example, 0.34 means a 34% yield).. Dataset: Reaction yield outcomes from USPTO patents with 853,638 reactions (1) The reactants are [C:1]1([C:7](=O)[CH2:8][C:9]2[CH:13]=[CH:12][S:11][CH:10]=2)[CH:6]=[CH:5][CH:4]=[CH:3][CH:2]=1.[CH2:15]([O:17][C:18]1[CH:19]=[C:20]([CH:23]=[C:24]([N+:27]([O-:29])=[O:28])[C:25]=1[OH:26])[CH:21]=O)[CH3:16].[NH2:30][C:31]([NH2:33])=[O:32].Cl. The catalyst is CCO.CO.CCOC(C)=O. The product is [CH2:15]([O:17][C:18]1[CH:19]=[C:20]([CH:21]2[C:8]([C:9]3[CH:13]=[CH:12][S:11][CH:10]=3)=[C:7]([C:1]3[CH:6]=[CH:5][CH:4]=[CH:3][CH:2]=3)[NH:33][C:31](=[O:32])[NH:30]2)[CH:23]=[C:24]([N+:27]([O-:29])=[O:28])[C:25]=1[OH:26])[CH3:16]. The yield is 0.248. (2) The reactants are [CH3:1][O:2][C:3]1[CH:4]=[C:5]([C:13]2[CH:14]=[C:15]3[CH:21]=[CH:20][NH:19][C:16]3=[N:17][CH:18]=2)[CH:6]=[C:7]([O:11][CH3:12])[C:8]=1[O:9][CH3:10].[I:22]N1C(=O)CCC1=O. The catalyst is CC(C)=O. The product is [I:22][C:21]1[C:15]2[C:16](=[N:17][CH:18]=[C:13]([C:5]3[CH:6]=[C:7]([O:11][CH3:12])[C:8]([O:9][CH3:10])=[C:3]([O:2][CH3:1])[CH:4]=3)[CH:14]=2)[NH:19][CH:20]=1. The yield is 1.18. (3) The reactants are [CH2:1]([O:8][CH2:9][O:10][C@H:11]1[CH2:15][N:14](C(OC(C)(C)C)=O)[C@@H:13]([CH2:23][O:24][C:25]2[C:26]([C:31]([O:33][CH2:34][CH3:35])=[O:32])=[N:27][CH:28]=[CH:29][CH:30]=2)[CH2:12]1)[C:2]1[CH:7]=[CH:6][CH:5]=[CH:4][CH:3]=1.FC(F)(F)C(O)=O. The catalyst is ClCCl. The product is [CH2:1]([O:8][CH2:9][O:10][C@H:11]1[CH2:15][NH:14][C@@H:13]([CH2:23][O:24][C:25]2[C:26]([C:31]([O:33][CH2:34][CH3:35])=[O:32])=[N:27][CH:28]=[CH:29][CH:30]=2)[CH2:12]1)[C:2]1[CH:7]=[CH:6][CH:5]=[CH:4][CH:3]=1. The yield is 0.300. (4) The reactants are [CH2:1]([Mg]Br)[CH3:2].[CH2:5]([N:12]1[C@H:16]([CH2:17][O:18][Si:19]([C:22]([CH3:25])([CH3:24])[CH3:23])([CH3:21])[CH3:20])[CH2:15][CH2:14][C:13]1=O)[C:6]1[CH:11]=[CH:10][CH:9]=[CH:8][CH:7]=1. The catalyst is O1CCCC1.C[Ti](OC(C)C)(OC(C)C)OC(C)C. The product is [CH2:5]([N:12]1[C@H:16]([CH2:17][O:18][Si:19]([C:22]([CH3:25])([CH3:24])[CH3:23])([CH3:21])[CH3:20])[CH2:15][CH2:14][C:13]21[CH2:2][CH2:1]2)[C:6]1[CH:11]=[CH:10][CH:9]=[CH:8][CH:7]=1. The yield is 0.450. (5) The reactants are CS(C)=O.C(=O)([O-])O.[Na+].Cl.[NH2:11][OH:12].[CH2:13]([C:17]1[N:18]([CH2:31][C:32]2[CH:37]=[CH:36][C:35]([C:38]3[C:39]([C:44]#[N:45])=[CH:40][CH:41]=[CH:42][CH:43]=3)=[CH:34][CH:33]=2)[C:19]([CH2:29][OH:30])=[C:20]([C:22]2[CH:27]=[CH:26][C:25]([F:28])=[CH:24][CH:23]=2)[N:21]=1)[CH2:14][CH2:15][CH3:16]. The catalyst is C(Cl)(Cl)Cl.CO.O. The product is [CH2:13]([C:17]1[N:18]([CH2:31][C:32]2[CH:33]=[CH:34][C:35]([C:38]3[C:39]([C:44](=[N:11][OH:12])[NH2:45])=[CH:40][CH:41]=[CH:42][CH:43]=3)=[CH:36][CH:37]=2)[C:19]([CH2:29][OH:30])=[C:20]([C:22]2[CH:23]=[CH:24][C:25]([F:28])=[CH:26][CH:27]=2)[N:21]=1)[CH2:14][CH2:15][CH3:16]. The yield is 0.721. (6) The reactants are [Cl:1][C:2]1[C:3]([O:12][C:13]2[CH:18]=[C:17]([O:19][CH:20]([CH2:25][O:26][CH2:27][CH3:28])[CH2:21][O:22][CH2:23][CH3:24])[CH:16]=[CH:15][C:14]=2/[CH:29]=[CH:30]/[C:31]([O:33]CC)=[O:32])=[N:4][CH:5]=[C:6]([C:8]([F:11])([F:10])[F:9])[CH:7]=1.[OH-].[Na+].O1CCCC1. The catalyst is C(O)C. The product is [Cl:1][C:2]1[C:3]([O:12][C:13]2[CH:18]=[C:17]([O:19][CH:20]([CH2:21][O:22][CH2:23][CH3:24])[CH2:25][O:26][CH2:27][CH3:28])[CH:16]=[CH:15][C:14]=2/[CH:29]=[CH:30]/[C:31]([OH:33])=[O:32])=[N:4][CH:5]=[C:6]([C:8]([F:9])([F:10])[F:11])[CH:7]=1. The yield is 0.230. (7) The reactants are [CH3:1][CH2:2][O:3][C:4](/[C:6](/Cl)=[N:7]\[OH:8])=[O:5].[CH2:10]([OH:13])[C:11]#[CH:12].CCN(CC)CC. The catalyst is C(Cl)Cl. The product is [OH:13][CH2:10][C:11]1[O:8][N:7]=[C:6]([C:4]([O:3][CH2:2][CH3:1])=[O:5])[CH:12]=1. The yield is 0.690. (8) The reactants are [F:1][C:2]1([F:13])[CH2:7][CH2:6][CH:5]([CH2:8][CH2:9][C:10]([OH:12])=O)[CH2:4][CH2:3]1.C(Cl)(=O)C(Cl)=O.[F:20][C:21]([F:26])([F:25])C(O)=O.N1C=CC=CC=1. The catalyst is ClCCl.CN(C=O)C. The product is [F:13][C:2]1([F:1])[CH2:3][CH2:4][CH:5]([CH2:8][CH2:9][C:10](=[O:12])[C:21]([F:26])([F:25])[F:20])[CH2:6][CH2:7]1. The yield is 0.350. (9) The reactants are [C:1]([O:5][C:6]([N:8]1[CH2:13][CH:12]=[C:11]([C:14]2[CH:15]=[C:16]3[C:25](=[CH:26][CH:27]=2)[O:24][CH2:23][C:22]2[N:17]3[C@H:18]([CH3:29])[C:19](=[O:28])[NH:20][N:21]=2)[C@@H:10]([CH3:30])[CH2:9]1)=[O:7])([CH3:4])([CH3:3])[CH3:2]. The catalyst is CO.[Pd]. The product is [C:1]([O:5][C:6]([N:8]1[CH2:13][CH2:12][C@@H:11]([C:14]2[CH:15]=[C:16]3[C:25](=[CH:26][CH:27]=2)[O:24][CH2:23][C:22]2[N:17]3[C@H:18]([CH3:29])[C:19](=[O:28])[NH:20][N:21]=2)[C@@H:10]([CH3:30])[CH2:9]1)=[O:7])([CH3:4])([CH3:2])[CH3:3]. The yield is 0.980. (10) The reactants are [OH-].[Na+].[F:3][C:4]1[CH:35]=[CH:34][C:7]([CH2:8][N:9]2[C:17]3[C:12](=[CH:13][CH:14]=[CH:15][CH:16]=3)[C:11]3[CH2:18][C:19]([CH3:33])([C:29]([O:31]C)=[O:30])[N:20]([C:22]([O:24][C:25]([CH3:28])([CH3:27])[CH3:26])=[O:23])[CH2:21][C:10]2=3)=[CH:6][CH:5]=1. The catalyst is O.CO.C1COCC1. The product is [C:25]([O:24][C:22]([N:20]1[C:19]([CH3:33])([C:29]([OH:31])=[O:30])[CH2:18][C:11]2[C:12]3[C:17](=[CH:16][CH:15]=[CH:14][CH:13]=3)[N:9]([CH2:8][C:7]3[CH:34]=[CH:35][C:4]([F:3])=[CH:5][CH:6]=3)[C:10]=2[CH2:21]1)=[O:23])([CH3:26])([CH3:27])[CH3:28]. The yield is 0.980.